Dataset: Forward reaction prediction with 1.9M reactions from USPTO patents (1976-2016). Task: Predict the product of the given reaction. (1) Given the reactants [CH3:1][C:2]1[CH:7]=[CH:6][C:5]([CH3:8])=[CH:4][C:3]=1[CH2:9][C:10]#[N:11].CC(C)([O-])C.[K+].[F:18][C:19]([F:26])([F:25])[C:20](OCC)=[O:21].O, predict the reaction product. The product is: [F:18][C:19]([F:26])([F:25])[C:20](=[O:21])[CH:9]([C:3]1[CH:4]=[C:5]([CH3:8])[CH:6]=[CH:7][C:2]=1[CH3:1])[C:10]#[N:11]. (2) Given the reactants [C:1]1([CH:7]([C:39]2[CH:44]=[CH:43][CH:42]=[CH:41][CH:40]=2)[CH2:8][CH2:9][N:10]([CH2:22][C:23](=[CH2:38])[CH2:24][N:25]2[CH2:30][CH2:29][N:28](C(OC(C)(C)C)=O)[CH2:27][CH2:26]2)[C:11]([NH:13][C:14]2[CH:19]=[CH:18][CH:17]=[C:16]([O:20][CH3:21])[CH:15]=2)=[O:12])[CH:6]=[CH:5][CH:4]=[CH:3][CH:2]=1.C1(C(C2C=CC=CC=2)CCN(CC(=C)CN2CCN(C(OC(C)(C)C)=O)CC2)C(NC2C=CC=C(C(OC)=O)C=2)=O)C=CC=CC=1, predict the reaction product. The product is: [C:1]1([CH:7]([C:39]2[CH:40]=[CH:41][CH:42]=[CH:43][CH:44]=2)[CH2:8][CH2:9][N:10]([CH2:22][C:23]([CH2:24][N:25]2[CH2:30][CH2:29][NH:28][CH2:27][CH2:26]2)=[CH2:38])[C:11](=[O:12])[NH:13][C:14]2[CH:19]=[CH:18][CH:17]=[C:16]([O:20][CH3:21])[CH:15]=2)[CH:2]=[CH:3][CH:4]=[CH:5][CH:6]=1. (3) Given the reactants [NH2:1][CH2:2][C:3]1[CH:8]=[C:7]([OH:9])[C:6]([O:10][CH2:11][CH2:12][CH3:13])=[CH:5][N:4]=1.CO[CH:16]=[C:17]1[C:26]2[C:21](=[CH:22][CH:23]=[C:24]([Br:27])[CH:25]=2)[C:20](=[O:28])[NH:19][C:18]1=[O:29], predict the reaction product. The product is: [OH:9][C:7]1[C:6]([O:10][CH2:11][CH2:12][CH3:13])=[CH:5][N:4]=[C:3]([CH2:2][NH:1][CH:16]=[C:17]2[C:26]3[C:21](=[CH:22][CH:23]=[C:24]([Br:27])[CH:25]=3)[C:20](=[O:28])[NH:19][C:18]2=[O:29])[CH:8]=1. (4) Given the reactants [O:1]1[CH2:4][CH:3]([NH2:5])[CH2:2]1.C(N(CC)CC)C.Br[C:14]1[CH:19]=[CH:18][C:17]([C:20]#[N:21])=[CH:16][N:15]=1, predict the reaction product. The product is: [O:1]1[CH2:4][CH:3]([NH:5][C:14]2[CH:19]=[CH:18][C:17]([C:20]#[N:21])=[CH:16][N:15]=2)[CH2:2]1.